From a dataset of Reaction yield outcomes from USPTO patents with 853,638 reactions. Predict the reaction yield, written as a fraction of the theoretical maximum amount of product (1.0 means a 100% yield; for example, 0.34 means a 34% yield). (1) The reactants are [F:1][C:2]([F:16])([F:15])[C:3](=O)[CH2:4][C:5]([C:7]1[CH:12]=[CH:11][C:10]([OH:13])=[CH:9][CH:8]=1)=O.Cl.[C:18]([NH:22][NH2:23])([CH3:21])([CH3:20])[CH3:19].C(O)C. No catalyst specified. The product is [C:18]([N:22]1[C:5]([C:7]2[CH:12]=[CH:11][C:10]([OH:13])=[CH:9][CH:8]=2)=[CH:4][C:3]([C:2]([F:16])([F:15])[F:1])=[N:23]1)([CH3:21])([CH3:20])[CH3:19]. The yield is 0.600. (2) The reactants are [NH2:1][C:2]1[C:3]([C:31]([O:33]CC)=O)=[N:4][C:5]([NH:17][CH2:18][C@@H:19]2[CH2:23][CH2:22][CH2:21][N:20]2C(OC(C)(C)C)=O)=[N:6][C:7]=1[NH:8][C:9]1[CH:14]=[CH:13][CH:12]=[CH:11][C:10]=1[O:15][CH3:16].C(OC([N:43]1CCC[C@H]1CNC1N=C(C(OCC)=O)C([N+]([O-])=O)=C(NC2C=CC=CC=2OC)N=1)=O)(C)(C)C.[CH2:73]([OH:75])C. The catalyst is [Pd]. The product is [CH3:16][O:15][C:10]1[CH:11]=[CH:12][CH:13]=[CH:14][C:9]=1[N:8]1[C:73](=[O:75])[NH:1][C:2]2[C:7]1=[N:6][C:5]([NH:17][CH2:18][C@@H:19]1[CH2:23][CH2:22][CH2:21][NH:20]1)=[N:4][C:3]=2[C:31]([NH2:43])=[O:33]. The yield is 0.840. (3) The reactants are [Br:1][C:2](=[CH2:6])[C:3]([OH:5])=[O:4].[CH2:7](Br)[C:8]1[CH:13]=[CH:12][CH:11]=[CH:10][CH:9]=1.C([O-])([O-])=O.[K+].[K+]. The catalyst is C(#N)C. The product is [Br:1][C:2](=[CH2:6])[C:3]([O:5][CH2:7][C:8]1[CH:13]=[CH:12][CH:11]=[CH:10][CH:9]=1)=[O:4]. The yield is 0.530. (4) The reactants are [OH-].[Na+].Br[C:4]([CH3:10])([CH3:9])[C:5]([NH:7][CH3:8])=[O:6].FC(F)(F)C(O)=O.[CH:18]([N:21]1[C:25]([C:26]2[N:35]=[C:34]3[N:28]([CH2:29][CH2:30][O:31][C:32]4[CH:39]=[C:38]([CH:40]5[CH2:45][CH2:44][NH:43][CH2:42][CH2:41]5)[CH:37]=[CH:36][C:33]=43)[CH:27]=2)=[N:24][CH:23]=[N:22]1)([CH3:20])[CH3:19]. The catalyst is [Br-].C([N+](CCCC)(CCCC)CCCC)CCC.C(Cl)Cl. The product is [CH:18]([N:21]1[C:25]([C:26]2[N:35]=[C:34]3[C:33]4[CH:36]=[CH:37][C:38]([CH:40]5[CH2:45][CH2:44][N:43]([C:4]([CH3:10])([CH3:9])[C:5]([NH:7][CH3:8])=[O:6])[CH2:42][CH2:41]5)=[CH:39][C:32]=4[O:31][CH2:30][CH2:29][N:28]3[CH:27]=2)=[N:24][CH:23]=[N:22]1)([CH3:20])[CH3:19]. The yield is 0.410. (5) The reactants are Br[C:2]1[C:3]([CH2:11][OH:12])=[CH:4][C:5]2[O:9][CH2:8][O:7][C:6]=2[CH:10]=1.[Li]CCCC.[CH2:18]([N:23]1[C:31]2[C:26](=[CH:27][CH:28]=[CH:29][CH:30]=2)[C:25](=[O:32])[C:24]1=[O:33])[CH2:19][CH2:20][CH2:21][CH3:22]. The catalyst is C1COCC1. The product is [OH:32][C:25]1([C:2]2[C:3]([CH2:11][OH:12])=[CH:4][C:5]3[O:9][CH2:8][O:7][C:6]=3[CH:10]=2)[C:26]2[C:31](=[CH:30][CH:29]=[CH:28][CH:27]=2)[N:23]([CH2:18][CH2:19][CH2:20][CH2:21][CH3:22])[C:24]1=[O:33]. The yield is 0.250. (6) The reactants are [NH2:1][C:2]1[S:6][C:5]([NH:7][C:8]2[CH:13]=[CH:12][C:11]([O:14][CH3:15])=[CH:10][CH:9]=2)=[N:4][C:3]=1[C:16]([NH2:18])=[O:17].[F:19][C:20]1[CH:28]=[CH:27][C:23]([C:24](Cl)=[O:25])=[CH:22][CH:21]=1. The catalyst is N1C=CC=CC=1.CCOC(C)=O. The product is [F:19][C:20]1[CH:28]=[CH:27][C:23]([C:24]([NH:1][C:2]2[S:6][C:5]([NH:7][C:8]3[CH:9]=[CH:10][C:11]([O:14][CH3:15])=[CH:12][CH:13]=3)=[N:4][C:3]=2[C:16]([NH2:18])=[O:17])=[O:25])=[CH:22][CH:21]=1. The yield is 0.770. (7) The reactants are [Cl:1][C:2]1[CH:11]=[CH:10][CH:9]=[C:8]2[C:3]=1[CH:4]=[C:5]([CH:18]([N:20]1C(=O)C3C(=CC=CC=3)C1=O)[CH3:19])[C:6]([C:12]1[CH:17]=[CH:16][CH:15]=[CH:14][N:13]=1)=[N:7]2.O.NN. The catalyst is CCO. The product is [Cl:1][C:2]1[CH:11]=[CH:10][CH:9]=[C:8]2[C:3]=1[CH:4]=[C:5]([CH:18]([NH2:20])[CH3:19])[C:6]([C:12]1[CH:17]=[CH:16][CH:15]=[CH:14][N:13]=1)=[N:7]2. The yield is 0.680. (8) The reactants are [CH:1]1([NH2:4])[CH2:3][CH2:2]1.[F:5][C:6]1[CH:7]=[C:8]([C:22]2[N:23]=[C:24]([N:36]3[CH2:41][CH2:40][O:39][CH2:38][C@@H:37]3[CH3:42])[C:25]3[CH2:30][N:29]([C:31]([O:33][CH2:34][CH3:35])=[O:32])[CH2:28][C:26]=3[N:27]=2)[CH:9]=[CH:10][C:11]=1[NH:12][C:13](OC1C=CC=CC=1)=[O:14]. No catalyst specified. The yield is 0.400. The product is [CH:1]1([NH:4][C:13](=[O:14])[NH:12][C:11]2[CH:10]=[CH:9][C:8]([C:22]3[N:23]=[C:24]([N:36]4[CH2:41][CH2:40][O:39][CH2:38][C@@H:37]4[CH3:42])[C:25]4[CH2:30][N:29]([C:31]([O:33][CH2:34][CH3:35])=[O:32])[CH2:28][C:26]=4[N:27]=3)=[CH:7][C:6]=2[F:5])[CH2:3][CH2:2]1. (9) The reactants are Cl.[Cl:2][C:3]1[N:4]=[C:5]([C:10]([NH:12][C@H:13]2[CH2:18][CH2:17][NH:16][CH2:15][C@H:14]2[O:19][CH:20]([CH3:22])[CH3:21])=[O:11])[NH:6][C:7]=1[CH2:8][CH3:9].C(N(C(C)C)CC)(C)C.Cl[C:33]1[S:34][C:35]([C:45]([O:47][CH2:48][CH3:49])=[O:46])=[C:36]([C:38](=[O:44])[NH:39][CH2:40][CH2:41][O:42][CH3:43])[N:37]=1. No catalyst specified. The product is [Cl:2][C:3]1[N:4]=[C:5]([C:10]([NH:12][C@H:13]2[CH2:18][CH2:17][N:16]([C:33]3[S:34][C:35]([C:45]([O:47][CH2:48][CH3:49])=[O:46])=[C:36]([C:38](=[O:44])[NH:39][CH2:40][CH2:41][O:42][CH3:43])[N:37]=3)[CH2:15][C@H:14]2[O:19][CH:20]([CH3:21])[CH3:22])=[O:11])[NH:6][C:7]=1[CH2:8][CH3:9]. The yield is 0.740.